This data is from Forward reaction prediction with 1.9M reactions from USPTO patents (1976-2016). The task is: Predict the product of the given reaction. (1) Given the reactants [NH2:1][C:2]1[C:7]2[N:8]([CH3:15])[CH2:9][CH2:10][N:11]([CH3:14])[C:12](=[O:13])[C:6]=2[CH:5]=[CH:4][CH:3]=1.Cl[C:17]1[N:22]=[C:21]([NH:23][C:24]2[CH:29]=[CH:28][CH:27]=[CH:26][C:25]=2[S:30]([NH:33][CH3:34])(=[O:32])=[O:31])[C:20]([Cl:35])=[CH:19][N:18]=1.Cl, predict the reaction product. The product is: [Cl:35][C:20]1[C:21]([NH:23][C:24]2[CH:29]=[CH:28][CH:27]=[CH:26][C:25]=2[S:30]([NH:33][CH3:34])(=[O:32])=[O:31])=[N:22][C:17]([NH:1][C:2]2[C:7]3[N:8]([CH3:15])[CH2:9][CH2:10][N:11]([CH3:14])[C:12](=[O:13])[C:6]=3[CH:5]=[CH:4][CH:3]=2)=[N:18][CH:19]=1. (2) Given the reactants Br[C:2]1[N:3]([CH3:7])[CH:4]=[CH:5][N:6]=1.[O:8]1[C:12]2([CH2:17][CH2:16][C:15](=[O:18])[CH2:14][CH2:13]2)[O:11][CH2:10][CH2:9]1, predict the reaction product. The product is: [CH3:7][N:3]1[CH:4]=[CH:5][N:6]=[C:2]1[C:15]1([OH:18])[CH2:16][CH2:17][C:12]2([O:11][CH2:10][CH2:9][O:8]2)[CH2:13][CH2:14]1. (3) Given the reactants CON(C)[C:4](=[O:17])[CH2:5][C:6]1[C:15]2[C:10](=[CH:11][CH:12]=[CH:13][CH:14]=2)[CH:9]=[CH:8][C:7]=1[CH3:16].[CH2:19]1COCC1, predict the reaction product. The product is: [CH3:16][C:7]1[CH:8]=[CH:9][C:10]2[C:15](=[CH:14][CH:13]=[CH:12][CH:11]=2)[C:6]=1[CH2:5][C:4](=[O:17])[CH3:19]. (4) Given the reactants CN(C=O)C.II.[CH2:8]([O:15][C:16]([NH:18][C@@H:19]([CH2:30]I)[C:20]([O:22][CH2:23][C:24]1[CH:29]=[CH:28][CH:27]=[CH:26][CH:25]=1)=[O:21])=[O:17])[C:9]1[CH:14]=[CH:13][CH:12]=[CH:11][CH:10]=1.[CH2:32]([O:39][C:40]1[CH:45]=[C:44](I)[CH:43]=[CH:42][C:41]=1[OH:47])[C:33]1[CH:38]=[CH:37][CH:36]=[CH:35][CH:34]=1, predict the reaction product. The product is: [CH2:32]([O:39][C:40]1[CH:45]=[C:44]([CH2:30][C@H:19]([NH:18][C:16]([O:15][CH2:8][C:9]2[CH:14]=[CH:13][CH:12]=[CH:11][CH:10]=2)=[O:17])[C:20]([O:22][CH2:23][C:24]2[CH:29]=[CH:28][CH:27]=[CH:26][CH:25]=2)=[O:21])[CH:43]=[CH:42][C:41]=1[OH:47])[C:33]1[CH:34]=[CH:35][CH:36]=[CH:37][CH:38]=1. (5) Given the reactants [C:1](=O)([O-])[NH2:2].[CH:5]([C@@H:7]1[CH2:12][CH2:11][CH2:10][CH2:9][C@@H:8]1[NH:13][C:14](=[O:20])[O:15][C:16]([CH3:19])([CH3:18])[CH3:17])=O.C(O[BH-](O[C:31](=O)[CH3:32])OC(=O)C)(=O)C.[Na+].[C:35](=O)(O)[O-].[Na+], predict the reaction product. The product is: [CH3:35][CH:31]([CH3:32])[CH2:1][NH:2][CH2:5][C@@H:7]1[CH2:12][CH2:11][CH2:10][CH2:9][C@@H:8]1[NH:13][C:14](=[O:20])[O:15][C:16]([CH3:19])([CH3:18])[CH3:17]. (6) Given the reactants CO[C:3](=O)[C:4]1[CH:9]=[CH:8][C:7](OCC2N(C)C3C=CC=CC=3N=2)=[CH:6][CH:5]=1.[CH2:23](Br)[C:24]1[CH:29]=[CH:28][CH:27]=[CH:26][CH:25]=1.[F:31][C:32]1[CH:40]=[C:39]([OH:41])[CH:38]=[CH:37][C:33]=1[C:34]([OH:36])=[O:35], predict the reaction product. The product is: [CH2:23]([O:35][C:34](=[O:36])[C:33]1[CH:37]=[CH:38][C:39]([O:41][CH2:3][C:4]2[CH:9]=[CH:8][CH:7]=[CH:6][CH:5]=2)=[CH:40][C:32]=1[F:31])[C:24]1[CH:29]=[CH:28][CH:27]=[CH:26][CH:25]=1. (7) Given the reactants [CH2:1]([N:8]1[CH2:13][CH2:12][C:11](=O)[CH2:10][CH2:9]1)[C:2]1[CH:7]=[CH:6][CH:5]=[CH:4][CH:3]=1.Cl.[CH3:16][NH:17][CH3:18].Cl.C(O)C.C([BH3-])#N.[Na+], predict the reaction product. The product is: [CH2:1]([N:8]1[CH2:13][CH2:12][CH:11]([N:17]([CH3:18])[CH3:16])[CH2:10][CH2:9]1)[C:2]1[CH:7]=[CH:6][CH:5]=[CH:4][CH:3]=1. (8) The product is: [CH:27]([C:17]1[CH:16]=[C:15]([C:42]#[C:41][Si:38]([CH3:40])([CH3:39])[CH3:37])[CH:20]=[CH:19][C:18]=1[CH2:21][O:22][C:23]1([CH3:26])[CH2:25][CH2:24]1)([CH3:29])[CH3:28]. Given the reactants FC(F)(F)S([O-])(=O)=O.FC(F)(F)S(O[C:15]1[CH:20]=[CH:19][C:18]([CH2:21][O:22][C:23]2([CH3:26])[CH2:25][CH2:24]2)=[C:17]([CH:27]([CH3:29])[CH3:28])[CH:16]=1)(=O)=O.CN(C=O)C.[CH3:37][Si:38]([C:41]#[CH:42])([CH3:40])[CH3:39], predict the reaction product.